From a dataset of NCI-60 drug combinations with 297,098 pairs across 59 cell lines. Regression. Given two drug SMILES strings and cell line genomic features, predict the synergy score measuring deviation from expected non-interaction effect. (1) Drug 1: C1=C(C(=O)NC(=O)N1)F. Drug 2: CC1=C(C=C(C=C1)NC(=O)C2=CC=C(C=C2)CN3CCN(CC3)C)NC4=NC=CC(=N4)C5=CN=CC=C5. Cell line: HCT-15. Synergy scores: CSS=39.5, Synergy_ZIP=0.945, Synergy_Bliss=-2.46, Synergy_Loewe=-7.28, Synergy_HSA=-2.48. (2) Drug 1: CC1=CC=C(C=C1)C2=CC(=NN2C3=CC=C(C=C3)S(=O)(=O)N)C(F)(F)F. Drug 2: C(CC(=O)O)C(=O)CN.Cl. Cell line: SF-295. Synergy scores: CSS=7.91, Synergy_ZIP=-3.04, Synergy_Bliss=-1.14, Synergy_Loewe=-3.84, Synergy_HSA=-3.28. (3) Drug 1: CN1C(=O)N2C=NC(=C2N=N1)C(=O)N. Drug 2: COCCOC1=C(C=C2C(=C1)C(=NC=N2)NC3=CC=CC(=C3)C#C)OCCOC. Cell line: HT29. Synergy scores: CSS=28.8, Synergy_ZIP=1.77, Synergy_Bliss=3.75, Synergy_Loewe=-65.6, Synergy_HSA=0.359. (4) Drug 1: CN(C)C1=NC(=NC(=N1)N(C)C)N(C)C. Drug 2: C1=CN(C=N1)CC(O)(P(=O)(O)O)P(=O)(O)O. Cell line: OVCAR-4. Synergy scores: CSS=-2.80, Synergy_ZIP=-0.527, Synergy_Bliss=-1.24, Synergy_Loewe=-4.51, Synergy_HSA=-4.49. (5) Drug 1: CCC1(CC2CC(C3=C(CCN(C2)C1)C4=CC=CC=C4N3)(C5=C(C=C6C(=C5)C78CCN9C7C(C=CC9)(C(C(C8N6C)(C(=O)OC)O)OC(=O)C)CC)OC)C(=O)OC)O.OS(=O)(=O)O. Drug 2: C1C(C(OC1N2C=NC(=NC2=O)N)CO)O. Cell line: PC-3. Synergy scores: CSS=10.3, Synergy_ZIP=3.32, Synergy_Bliss=9.46, Synergy_Loewe=2.21, Synergy_HSA=2.88.